From a dataset of NCI-60 drug combinations with 297,098 pairs across 59 cell lines. Regression. Given two drug SMILES strings and cell line genomic features, predict the synergy score measuring deviation from expected non-interaction effect. (1) Drug 1: CC1=CC2C(CCC3(C2CCC3(C(=O)C)OC(=O)C)C)C4(C1=CC(=O)CC4)C. Drug 2: C1=C(C(=O)NC(=O)N1)N(CCCl)CCCl. Cell line: SF-539. Synergy scores: CSS=36.2, Synergy_ZIP=-6.94, Synergy_Bliss=-1.76, Synergy_Loewe=-9.19, Synergy_HSA=-1.78. (2) Drug 1: CC1=CC2C(CCC3(C2CCC3(C(=O)C)OC(=O)C)C)C4(C1=CC(=O)CC4)C. Drug 2: C(=O)(N)NO. Cell line: NCI-H226. Synergy scores: CSS=-4.04, Synergy_ZIP=8.54, Synergy_Bliss=-0.595, Synergy_Loewe=-6.61, Synergy_HSA=-6.29.